From a dataset of Full USPTO retrosynthesis dataset with 1.9M reactions from patents (1976-2016). Predict the reactants needed to synthesize the given product. (1) Given the product [CH3:1][N:2]([CH3:33])[C:3]1[CH:8]=[CH:7][C:6]([CH2:9][N:10]([C:24]2[CH:25]=[CH:26][C:27]([CH:30]([CH3:31])[CH3:32])=[CH:28][CH:29]=2)[C:11]([CH:13]2[C:22]3[C:17](=[CH:18][CH:19]=[C:20]([O:23][CH:35]([CH3:37])[CH3:36])[CH:21]=3)[CH2:16][CH2:15][CH2:14]2)=[O:12])=[CH:5][CH:4]=1, predict the reactants needed to synthesize it. The reactants are: [CH3:1][N:2]([CH3:33])[C:3]1[CH:8]=[CH:7][C:6]([CH2:9][N:10]([C:24]2[CH:29]=[CH:28][C:27]([CH:30]([CH3:32])[CH3:31])=[CH:26][CH:25]=2)[C:11]([CH:13]2[C:22]3[C:17](=[CH:18][CH:19]=[C:20]([OH:23])[CH:21]=3)[CH2:16][CH2:15][CH2:14]2)=[O:12])=[CH:5][CH:4]=1.I[CH:35]([CH3:37])[CH3:36]. (2) Given the product [C:1]([C:3]1[CH:4]=[C:5]([C:6](=[S:27])[NH:8][CH2:9][Si:10]([CH3:13])([CH3:12])[CH3:11])[CH:14]=[CH:15][C:16]=1[F:17])#[N:2], predict the reactants needed to synthesize it. The reactants are: [C:1]([C:3]1[CH:4]=[C:5]([CH:14]=[CH:15][C:16]=1[F:17])[C:6]([NH:8][CH2:9][Si:10]([CH3:13])([CH3:12])[CH3:11])=O)#[N:2].COC1C=CC(P2(=S)SP(C3C=CC(OC)=CC=3)(=S)[S:27]2)=CC=1. (3) The reactants are: C[Si]([N:5]=[C:6]=[O:7])(C)C.[NH2:8][CH2:9][C@@H:10]1[O:14][C:13](=[O:15])[N:12]([C:16]2[CH:21]=[CH:20][C:19]([C:22]3[S:23][CH2:24][C:25](=[O:28])[NH:26][N:27]=3)=[C:18]([F:29])[CH:17]=2)[CH2:11]1. Given the product [F:29][C:18]1[CH:17]=[C:16]([N:12]2[CH2:11][C@H:10]([CH2:9][NH:8][C:6]([NH2:5])=[O:7])[O:14][C:13]2=[O:15])[CH:21]=[CH:20][C:19]=1[C:22]1[S:23][CH2:24][C:25](=[O:28])[NH:26][N:27]=1, predict the reactants needed to synthesize it. (4) Given the product [F:24][C:21]([F:22])([F:23])[C:18]1[N:19]=[CH:20][C:15]([C:11]2[CH:10]=[C:9]([CH:14]=[CH:13][CH:12]=2)[CH2:8][NH2:7])=[N:16][CH:17]=1, predict the reactants needed to synthesize it. The reactants are: C(OC(=O)[NH:7][CH2:8][C:9]1[CH:14]=[CH:13][CH:12]=[C:11]([C:15]2[CH:20]=[N:19][C:18]([C:21]([F:24])([F:23])[F:22])=[CH:17][N:16]=2)[CH:10]=1)(C)(C)C.FC(F)(F)C(O)=O. (5) Given the product [N:1]1([CH:6]([CH2:20][CH2:21][CH2:22][CH2:23][CH3:24])[CH2:7][CH2:8][CH2:9][CH2:10][CH2:11][CH2:12][CH2:13][CH2:14][CH2:15][CH2:16][CH2:27][C:28]([OH:25])=[O:29])[CH:5]=[CH:4][N:3]=[CH:2]1, predict the reactants needed to synthesize it. The reactants are: [N:1]1([CH:6]([CH2:20][CH2:21][CH2:22][CH2:23][CH3:24])[CH2:7][CH2:8][CH2:9][CH2:10][CH2:11][CH2:12][CH2:13][CH2:14][CH2:15][CH2:16]CC#N)[CH:5]=[CH:4][N:3]=[CH:2]1.[OH-:25].[Na+].[CH3:27][CH2:28][OH:29]. (6) Given the product [C:2]([C:7]1[N:8]=[C:9]([CH2:12][N:13]2[N:17]=[C:16]([NH:18][C:32]([C:28]3[N:29]=[CH:30][O:31][C:27]=3[C:23]3[CH:24]=[CH:25][CH:26]=[C:21]([O:20][CH3:19])[CH:22]=3)=[O:33])[CH:15]=[N:14]2)[S:10][CH:11]=1)(=[O:6])[CH3:1], predict the reactants needed to synthesize it. The reactants are: [CH3:1][C:2]1([C:7]2[N:8]=[C:9]([CH2:12][N:13]3[N:17]=[C:16]([NH2:18])[CH:15]=[N:14]3)[S:10][CH:11]=2)[O:6]CCO1.[CH3:19][O:20][C:21]1[CH:22]=[C:23]([C:27]2[O:31][CH:30]=[N:29][C:28]=2[C:32](O)=[O:33])[CH:24]=[CH:25][CH:26]=1.